Dataset: Forward reaction prediction with 1.9M reactions from USPTO patents (1976-2016). Task: Predict the product of the given reaction. Given the reactants [CH3:1][Mg]Br.[F:4][C:5]1[CH:6]=[C:7]([CH:11]=[O:12])[CH:8]=[N:9][CH:10]=1.[Cl-].[NH4+], predict the reaction product. The product is: [F:4][C:5]1[CH:6]=[C:7]([CH:11]([OH:12])[CH3:1])[CH:8]=[N:9][CH:10]=1.